Binary Classification. Given a T-cell receptor sequence (or CDR3 region) and an epitope sequence, predict whether binding occurs between them. From a dataset of TCR-epitope binding with 47,182 pairs between 192 epitopes and 23,139 TCRs. (1) The TCR CDR3 sequence is CASSLDGGASREQYF. Result: 0 (the TCR does not bind to the epitope). The epitope is TSNQVAVLY. (2) The epitope is GTSGSPIVNR. The TCR CDR3 sequence is CATGTGGGGYTF. Result: 1 (the TCR binds to the epitope). (3) The epitope is LEPLVDLPI. The TCR CDR3 sequence is CASSQVSGANVLTF. Result: 1 (the TCR binds to the epitope). (4) The epitope is TLIGDCATV. Result: 1 (the TCR binds to the epitope). The TCR CDR3 sequence is CASSLVGGGTDTQYF. (5) The epitope is FTISVTTEIL. The TCR CDR3 sequence is CASSLVDRGGDGYTF. Result: 1 (the TCR binds to the epitope). (6) The epitope is NLVPMVATV. The TCR CDR3 sequence is CASSLSPPLAGGLGETQYF. Result: 0 (the TCR does not bind to the epitope).